Dataset: Reaction yield outcomes from USPTO patents with 853,638 reactions. Task: Predict the reaction yield, written as a fraction of the theoretical maximum amount of product (1.0 means a 100% yield; for example, 0.34 means a 34% yield). (1) The yield is 0.730. The catalyst is O1CCOCC1.O.C1C=CC([P]([Pd]([P](C2C=CC=CC=2)(C2C=CC=CC=2)C2C=CC=CC=2)([P](C2C=CC=CC=2)(C2C=CC=CC=2)C2C=CC=CC=2)[P](C2C=CC=CC=2)(C2C=CC=CC=2)C2C=CC=CC=2)(C2C=CC=CC=2)C2C=CC=CC=2)=CC=1. The reactants are [Cl:1][C:2]1[C:7](I)=[CH:6][C:5]([NH:9][CH2:10][CH2:11][N:12]2[CH2:17][CH2:16][N:15]([C:18]([O:20][C:21]([CH3:24])([CH3:23])[CH3:22])=[O:19])[CH2:14][CH2:13]2)=[C:4]([O:25][CH3:26])[CH:3]=1.[Cl:27][C:28]1[CH:33]=[CH:32][C:31]([Cl:34])=[CH:30][C:29]=1B(O)O.C([O-])([O-])=O.[Na+].[Na+]. The product is [C:21]([O:20][C:18]([N:15]1[CH2:16][CH2:17][N:12]([CH2:11][CH2:10][NH:9][C:5]2[CH:6]=[C:7]([C:32]3[CH:33]=[C:28]([Cl:27])[CH:29]=[CH:30][C:31]=3[Cl:34])[C:2]([Cl:1])=[CH:3][C:4]=2[O:25][CH3:26])[CH2:13][CH2:14]1)=[O:19])([CH3:24])([CH3:23])[CH3:22]. (2) The reactants are Br[C:2]1[C:7]([CH3:8])=[CH:6][C:5]([O:9][CH2:10][CH2:11][O:12][CH2:13][CH3:14])=[CH:4][C:3]=1[CH3:15].CCCCCC.C([Li])CCC.[B:27](OC(C)C)([O:32]C(C)C)[O:28]C(C)C.Cl. The catalyst is O1CCCC1.O.C(OCC)(=O)C. The product is [CH2:13]([O:12][CH2:11][CH2:10][O:9][C:5]1[CH:6]=[C:7]([CH3:8])[C:2]([B:27]([OH:32])[OH:28])=[C:3]([CH3:15])[CH:4]=1)[CH3:14]. The yield is 0.680.